This data is from CYP2C19 inhibition data for predicting drug metabolism from PubChem BioAssay. The task is: Regression/Classification. Given a drug SMILES string, predict its absorption, distribution, metabolism, or excretion properties. Task type varies by dataset: regression for continuous measurements (e.g., permeability, clearance, half-life) or binary classification for categorical outcomes (e.g., BBB penetration, CYP inhibition). Dataset: cyp2c19_veith. (1) The molecule is Cc1ccccc1S(=O)(=O)Oc1ccccc1C(=O)Oc1ccccc1. The result is 1 (inhibitor). (2) The result is 0 (non-inhibitor). The compound is Cn1c(=O)c(-c2cccs2)nc2cnc(OCc3ccccc3)nc21. (3) The compound is C/C=C\C1=C(CO)[C@H](O)[C@H]2O[C@H]2[C@H]1O. The result is 0 (non-inhibitor). (4) The drug is CC(CC(=O)O)CC(=O)Nc1ccc(S(N)(=O)=O)cc1. The result is 0 (non-inhibitor). (5) The compound is COCC(=O)N1CCC2(CCCN(Cc3ccncc3)C2)CC1. The result is 0 (non-inhibitor). (6) The molecule is N#Cc1ccc(CN2CC3(CCN(C(=O)c4ccncc4)CC3)C2)cc1. The result is 0 (non-inhibitor). (7) The compound is COc1ccccc1CN1CC[C@@]2(CCCN(C(=O)c3c(C)noc3C)C2)C1. The result is 0 (non-inhibitor). (8) The drug is N#Cc1ccc(CN2CCC3(CCNCC3)CC2)cc1. The result is 0 (non-inhibitor). (9) The compound is O=C(Nc1cccc2ncccc12)c1ccc(-c2ccc(Br)cc2)o1. The result is 1 (inhibitor). (10) The drug is CC[C@]1(O)C[C@H]2CN(CCc3c([nH]c4ccccc34)[C@](C(=O)OC)(c3cc4c(cc3OC)N(C=O)[C@H]3[C@@](O)(C(=O)OC)[C@H](OC(C)=O)[C@@]5(CC)C=CCN6CC[C@]43[C@H]65)C2)C1. The result is 0 (non-inhibitor).